The task is: Regression. Given a peptide amino acid sequence and an MHC pseudo amino acid sequence, predict their binding affinity value. This is MHC class I binding data.. This data is from Peptide-MHC class I binding affinity with 185,985 pairs from IEDB/IMGT. (1) The peptide sequence is SYMLQGLRK. The MHC is HLA-A02:16 with pseudo-sequence HLA-A02:16. The binding affinity (normalized) is 0.0847. (2) The peptide sequence is RHYSASFKK. The MHC is HLA-B27:05 with pseudo-sequence HLA-B27:05. The binding affinity (normalized) is 0.478. (3) The peptide sequence is GLLGWSPQA. The MHC is HLA-A11:01 with pseudo-sequence HLA-A11:01. The binding affinity (normalized) is 0. (4) The peptide sequence is GPRWPRRMP. The MHC is HLA-B18:01 with pseudo-sequence HLA-B18:01. The binding affinity (normalized) is 0.0847. (5) The peptide sequence is ILQRLSATL. The MHC is Mamu-B1001 with pseudo-sequence Mamu-B1001. The binding affinity (normalized) is 0.305. (6) The peptide sequence is GIPHPAGLK. The MHC is HLA-B44:02 with pseudo-sequence HLA-B44:02. The binding affinity (normalized) is 0. (7) The peptide sequence is SPAIFQCSM. The MHC is HLA-B18:01 with pseudo-sequence HLA-B18:01. The binding affinity (normalized) is 0.0395.